From a dataset of Full USPTO retrosynthesis dataset with 1.9M reactions from patents (1976-2016). Predict the reactants needed to synthesize the given product. (1) Given the product [C:13]([O:12][P:11]([O:24][C:25]1[CH:30]=[CH:29][C:28]([C:31]2[CH:36]=[CH:35][C:34]([CH2:37][CH2:38][C@@:39]([CH3:49])([S:45]([CH3:48])(=[O:47])=[O:46])[C:40]([O:42][CH2:43][CH3:44])=[O:41])=[CH:33][CH:32]=2)=[CH:27][CH:26]=1)([O:10][C:6]([CH3:7])([CH3:8])[CH3:9])=[O:51])([CH3:14])([CH3:15])[CH3:16], predict the reactants needed to synthesize it. The reactants are: N1C=NN=N1.[C:6]([O:10][P:11](N(C(C)C)C(C)C)[O:12][C:13]([CH3:16])([CH3:15])[CH3:14])([CH3:9])([CH3:8])[CH3:7].[OH:24][C:25]1[CH:30]=[CH:29][C:28]([C:31]2[CH:36]=[CH:35][C:34]([CH2:37][CH2:38][C@@:39]([CH3:49])([S:45]([CH3:48])(=[O:47])=[O:46])[C:40]([O:42][CH2:43][CH3:44])=[O:41])=[CH:33][CH:32]=2)=[CH:27][CH:26]=1.S([O-])([O-])=[O:51].[Na+].[Na+]. (2) Given the product [F:52][C:53]1[CH:78]=[C:57]2[C:56](=[CH:55][CH:54]=1)[S:79][CH:30]([C:44]1[CH:49]=[CH:48][C:47]([F:50])=[CH:46][CH:45]=1)[C:31]([C:33]1[CH:34]=[CH:35][C:36]3[O:41][CH2:40][C:39](=[O:42])[NH:38][C:37]=3[CH:43]=1)=[CH:58]2, predict the reactants needed to synthesize it. The reactants are: BrC1C=CC(C2C(C3C=CC4OCC(=O)NC=4C=3)=CC3C(=CC=CC=3)S2)=CC=1.Br[CH:30]([C:44]1[CH:49]=[CH:48][C:47]([F:50])=[CH:46][CH:45]=1)[C:31]([C:33]1[CH:34]=[CH:35][C:36]2[O:41][CH2:40][C:39](=[O:42])[NH:38][C:37]=2[CH:43]=1)=O.[Br-].[F:52][C:53]1[CH:54]=[CH:55][C:56]([SH:79])=[C:57]([CH:78]=1)[CH2:58][P+](C1C=CC=CC=1)(C1C=CC=CC=1)C1C=CC=CC=1. (3) Given the product [N+:8]([C:5]1[CH:6]=[CH:7][C:2]([NH:11][CH:12]([CH:15]([OH:31])[CH2:16][CH2:17][CH2:18][CH2:19][CH2:20][CH2:21][CH2:22][CH2:23][CH2:24][CH2:25][CH2:26][CH2:27][CH2:28][CH2:29][CH3:30])[CH2:13][OH:14])=[CH:3][CH:4]=1)([O-:10])=[O:9], predict the reactants needed to synthesize it. The reactants are: F[C:2]1[CH:7]=[CH:6][C:5]([N+:8]([O-:10])=[O:9])=[CH:4][CH:3]=1.[NH2:11][CH:12]([CH:15]([OH:31])[CH2:16][CH2:17][CH2:18][CH2:19][CH2:20][CH2:21][CH2:22][CH2:23][CH2:24][CH2:25][CH2:26][CH2:27][CH2:28][CH2:29][CH3:30])[CH2:13][OH:14].C(=O)([O-])[O-].[Na+].[Na+].